The task is: Predict the reaction yield, written as a fraction of the theoretical maximum amount of product (1.0 means a 100% yield; for example, 0.34 means a 34% yield).. This data is from Reaction yield outcomes from USPTO patents with 853,638 reactions. (1) The reactants are [N:1]1[C:10]2[C:5](=[CH:6][CH:7]=[CH:8][CH:9]=2)[CH:4]=[CH:3][C:2]=1[C:11]1[CH:12]=[CH:13][C:14]([NH2:17])=[N:15][CH:16]=1.[CH3:18][C:19]([O:22][C:23](O[C:23]([O:22][C:19]([CH3:21])([CH3:20])[CH3:18])=[O:24])=[O:24])([CH3:21])[CH3:20].CCN(C(C)C)C(C)C. The catalyst is C(Cl)Cl.CN(C1C=CN=CC=1)C. The product is [N:1]1[C:10]2[C:5](=[CH:6][CH:7]=[CH:8][CH:9]=2)[CH:4]=[CH:3][C:2]=1[C:11]1[CH:12]=[CH:13][C:14]([NH:17][C:23](=[O:24])[O:22][C:19]([CH3:21])([CH3:20])[CH3:18])=[N:15][CH:16]=1. The yield is 0.350. (2) The reactants are [C:1]([O:5][C:6]([N:8]1[C:12]2=[N:13][CH:14]=[C:15]([O:17][CH2:18][C:19]3[CH:24]=[CH:23][CH:22]=[CH:21][CH:20]=3)[CH:16]=[C:11]2[CH:10]=[C:9]1[CH:25]=[O:26])=[O:7])([CH3:4])([CH3:3])[CH3:2].Cl([O-])=[O:28].[Na+].P([O-])(O)(O)=O.[Na+]. The catalyst is C(O)(C)(C)C.CC(=CC)C.C(#N)C.O. The product is [C:1]([O:5][C:6]([N:8]1[C:12]2=[N:13][CH:14]=[C:15]([O:17][CH2:18][C:19]3[CH:24]=[CH:23][CH:22]=[CH:21][CH:20]=3)[CH:16]=[C:11]2[CH:10]=[C:9]1[C:25]([OH:28])=[O:26])=[O:7])([CH3:4])([CH3:2])[CH3:3]. The yield is 0.740. (3) The reactants are [Cl:1][C:2]1[C:11]([OH:12])=[C:10]([OH:13])[CH:9]=[C:8]2[C:3]=1[C:4](=[O:19])[C:5]([C:16]([OH:18])=[O:17])=[N:6][N:7]2[CH2:14][CH3:15].[C:20](=[O:23])([O-])[O-].[K+].[K+].Cl[CH2:27][C:28]1[CH:33]=[CH:32][C:31]([O:34][CH3:35])=[CH:30][CH:29]=1.ClCCl. The catalyst is CN(C)C=O. The product is [Cl:1][C:2]1[C:11]([O:12][CH2:27][C:28]2[CH:33]=[CH:32][C:31]([O:34][CH3:35])=[CH:30][CH:29]=2)=[C:10]([O:13][CH2:27][C:28]2[CH:33]=[CH:32][C:31]([O:34][CH3:35])=[CH:30][CH:29]=2)[CH:9]=[C:8]2[C:3]=1[C:4](=[O:19])[C:5]([C:16]([O:18][CH2:4][C:3]1[CH:8]=[CH:9][C:10]([O:23][CH3:20])=[CH:11][CH:2]=1)=[O:17])=[N:6][N:7]2[CH2:14][CH3:15]. The yield is 0.423. (4) The reactants are [N:1]1[N:2]([C:6]2[C:7]([C:12]([N:14]3[CH2:18][CH:17]4[CH2:19][N:20](C(OC(C)(C)C)=O)[CH2:21][CH:16]4[CH2:15]3)=[O:13])=[N:8][CH:9]=[CH:10][CH:11]=2)[N:3]=[CH:4][CH:5]=1.C(O)(C(F)(F)F)=O. The catalyst is C(Cl)Cl. The product is [N:1]1[N:2]([C:6]2[C:7]([C:12]([N:14]3[CH2:18][CH:17]4[CH:16]([CH2:21][NH:20][CH2:19]4)[CH2:15]3)=[O:13])=[N:8][CH:9]=[CH:10][CH:11]=2)[N:3]=[CH:4][CH:5]=1. The yield is 0.840. (5) The reactants are [F:1][C:2]1[CH:9]=[CH:8][C:7](C=O)=[CH:6][C:3]=1[C:4]#[N:5].C(O)C.[CH:15]([O:22][CH2:23][CH3:24])([O:19][CH2:20][CH3:21])OCC. The catalyst is [Cl-].[NH4+]. The product is [CH2:23]([O:22][CH:15]([O:19][CH2:20][CH3:21])[C:7]1[CH:8]=[CH:9][C:2]([F:1])=[C:3]([CH:6]=1)[C:4]#[N:5])[CH3:24]. The yield is 0.980.